This data is from Reaction yield outcomes from USPTO patents with 853,638 reactions. The task is: Predict the reaction yield, written as a fraction of the theoretical maximum amount of product (1.0 means a 100% yield; for example, 0.34 means a 34% yield). (1) The reactants are [C:1]([C:5]1[CH:10]=[C:9](Br)[C:8]([N+:12]([O-:14])=[O:13])=[CH:7][C:6]=1[OH:15])([CH3:4])([CH3:3])[CH3:2].[CH2:16]([O:18][C:19]1[CH:24]=[CH:23][CH:22]=[CH:21][C:20]=1B(O)O)[CH3:17].C(=O)([O-])[O-].[K+].[K+].O. The catalyst is CN(C=O)C.C1C=CC([P]([Pd]([P](C2C=CC=CC=2)(C2C=CC=CC=2)C2C=CC=CC=2)([P](C2C=CC=CC=2)(C2C=CC=CC=2)C2C=CC=CC=2)[P](C2C=CC=CC=2)(C2C=CC=CC=2)C2C=CC=CC=2)(C2C=CC=CC=2)C2C=CC=CC=2)=CC=1. The product is [C:1]([C:5]1[CH:10]=[C:9]([C:20]2[CH:21]=[CH:22][CH:23]=[CH:24][C:19]=2[O:18][CH2:16][CH3:17])[C:8]([N+:12]([O-:14])=[O:13])=[CH:7][C:6]=1[OH:15])([CH3:4])([CH3:3])[CH3:2]. The yield is 0.920. (2) The reactants are F[C:2]1[CH:3]=[C:4]([CH:18]=[CH:19][C:20]=1[N+:21]([O-:23])=[O:22])[C:5]([N:7]([CH2:13][CH2:14][CH:15]([CH3:17])[CH3:16])[CH2:8][CH2:9][CH:10]([CH3:12])[CH3:11])=[O:6].[N:24]1([CH2:30][CH2:31][CH2:32][NH2:33])[CH2:29][CH2:28][CH2:27][CH2:26][CH2:25]1.C(=O)([O-])[O-].[K+].[K+]. The catalyst is C(#N)C. The product is [CH3:11][CH:10]([CH3:12])[CH2:9][CH2:8][N:7]([CH2:13][CH2:14][CH:15]([CH3:17])[CH3:16])[C:5](=[O:6])[C:4]1[CH:18]=[CH:19][C:20]([N+:21]([O-:23])=[O:22])=[C:2]([NH:33][CH2:32][CH2:31][CH2:30][N:24]2[CH2:29][CH2:28][CH2:27][CH2:26][CH2:25]2)[CH:3]=1. The yield is 0.780. (3) The reactants are [OH:1][C:2]1[CH:11]=[C:10]2[C:5]([C:6](=[O:20])[C:7]([C:12]3[CH:17]=[CH:16][CH:15]=[CH:14][C:13]=3[O:18]C)=[CH:8][O:9]2)=[CH:4][CH:3]=1.B(Br)(Br)Br. The catalyst is C(Cl)Cl. The product is [OH:1][C:2]1[CH:11]=[C:10]2[C:5]([C:6](=[O:20])[C:7]([C:12]3[CH:17]=[CH:16][CH:15]=[CH:14][C:13]=3[OH:18])=[CH:8][O:9]2)=[CH:4][CH:3]=1. The yield is 0.800.